From a dataset of Reaction yield outcomes from USPTO patents with 853,638 reactions. Predict the reaction yield, written as a fraction of the theoretical maximum amount of product (1.0 means a 100% yield; for example, 0.34 means a 34% yield). The reactants are C([O:4][C@H:5]1[CH2:22][CH2:21][C@@:20]2([CH3:23])[C:7](=[CH:8][CH2:9][C@@H:10]3[C@@H:19]2[CH2:18][CH2:17][C@@:15]2([CH3:16])[C@H:11]3[CH2:12][CH:13]=[C:14]2[N:24]2[C:28]3[CH:29]=[CH:30][CH:31]=[CH:32][C:27]=3[N:26]=[CH:25]2)[CH2:6]1)(=O)C.[OH-].[K+]. The catalyst is CO. The product is [OH:4][C@H:5]1[CH2:22][CH2:21][C@@:20]2([CH3:23])[C:7](=[CH:8][CH2:9][C@@H:10]3[C@@H:19]2[CH2:18][CH2:17][C@@:15]2([CH3:16])[C@H:11]3[CH2:12][CH:13]=[C:14]2[N:24]2[C:28]3[CH:29]=[CH:30][CH:31]=[CH:32][C:27]=3[N:26]=[CH:25]2)[CH2:6]1. The yield is 0.940.